Dataset: Reaction yield outcomes from USPTO patents with 853,638 reactions. Task: Predict the reaction yield, written as a fraction of the theoretical maximum amount of product (1.0 means a 100% yield; for example, 0.34 means a 34% yield). The reactants are [O:1]=[C:2]1[N:7]([CH2:8][C:9]([O:11]C)=[O:10])[CH2:6][CH2:5][CH2:4][O:3]1.O.CO.[OH-].[Na+]. The catalyst is C1COCC1. The product is [O:1]=[C:2]1[N:7]([CH2:8][C:9]([OH:11])=[O:10])[CH2:6][CH2:5][CH2:4][O:3]1. The yield is 0.990.